The task is: Predict the product of the given reaction.. This data is from Forward reaction prediction with 1.9M reactions from USPTO patents (1976-2016). (1) The product is: [CH2:6]([O:13][C:14]1[CH:19]=[CH:18][C:17]([S:20]([Cl:3])(=[O:23])=[O:21])=[CH:16][CH:15]=1)[C:7]1[CH:12]=[CH:11][CH:10]=[CH:9][CH:8]=1. Given the reactants S(Cl)([Cl:3])=O.[Na+].[CH2:6]([O:13][C:14]1[CH:19]=[CH:18][C:17]([S:20]([O-:23])(=O)=[O:21])=[CH:16][CH:15]=1)[C:7]1[CH:12]=[CH:11][CH:10]=[CH:9][CH:8]=1, predict the reaction product. (2) Given the reactants [CH:1](=O)[C:2]1[O:6][CH:5]=[CH:4][CH:3]=1.[C:8]([CH2:10][C:11]([O:13][CH3:14])=[O:12])#[N:9].[O-2].[Al+3].[O-2].[O-2].[Al+3], predict the reaction product. The product is: [C:8]([C:10](=[CH:1][C:2]1[O:6][CH:5]=[CH:4][CH:3]=1)[C:11]([O:13][CH3:14])=[O:12])#[N:9]. (3) Given the reactants C1(O[C:8](=[O:27])[NH:9][C:10]2[S:11][C:12]3[C:13]([N:21]4[CH2:26][CH2:25][O:24][CH2:23][CH2:22]4)=[N:14][CH:15]=[C:16]([O:19][CH3:20])[C:17]=3[N:18]=2)C=CC=CC=1.FC(F)(F)C(O)=O.[CH3:35][C:36]1([CH2:42][OH:43])[CH2:41][CH2:40][NH:39][CH2:38][CH2:37]1.C(N(CC)C(C)C)(C)C, predict the reaction product. The product is: [CH3:20][O:19][C:16]1[C:17]2[N:18]=[C:10]([NH:9][C:8]([N:39]3[CH2:40][CH2:41][C:36]([CH2:42][OH:43])([CH3:35])[CH2:37][CH2:38]3)=[O:27])[S:11][C:12]=2[C:13]([N:21]2[CH2:22][CH2:23][O:24][CH2:25][CH2:26]2)=[N:14][CH:15]=1. (4) The product is: [Br:1][C:2]1[N:17]=[C:5]2[N:6]=[C:7]([C:23]3[CH:24]=[CH:25][C:20]([CH:18]=[O:19])=[CH:21][CH:22]=3)[C:8]([C:10]3[CH:15]=[CH:14][CH:13]=[CH:12][CH:11]=3)=[CH:9][N:4]2[N:3]=1. Given the reactants [Br:1][C:2]1[N:17]=[C:5]2[N:6]=[C:7](Cl)[C:8]([C:10]3[CH:15]=[CH:14][CH:13]=[CH:12][CH:11]=3)=[CH:9][N:4]2[N:3]=1.[CH:18]([C:20]1[CH:25]=[CH:24][C:23](B(O)O)=[CH:22][CH:21]=1)=[O:19].C(=O)([O-])[O-].[Na+].[Na+], predict the reaction product. (5) Given the reactants [OH:1][CH2:2][C@@H:3]([CH2:19][CH2:20][CH2:21][CH3:22])[C:4](N1[C@@H](CC2C=CC=CC=2)COC1=O)=[O:5].[OH:23]O.O.[OH-].[Li+], predict the reaction product. The product is: [OH:1][CH2:2][C@@H:3]([CH2:19][CH2:20][CH2:21][CH3:22])[C:4]([OH:5])=[O:23]. (6) Given the reactants Cl[C:2]1[N:10]=[C:9]2[C:5]([N:6]=[C:7]([CH2:12][CH2:13][N:14]3[CH2:19][CH2:18][C:17]([CH3:21])([OH:20])[CH2:16][CH2:15]3)[N:8]2[CH3:11])=[C:4]([N:22]2[CH2:27][CH2:26][O:25][CH2:24][CH2:23]2)[N:3]=1.[CH2:28]([C:30]1[NH:31][C:32]2[CH:38]=[CH:37][CH:36]=[CH:35][C:33]=2[N:34]=1)[CH3:29].CC(C1C=C(C(C)C)C(C2C=CC=CC=2P(C2CCCCC2)C2CCCCC2)=C(C(C)C)C=1)C.C([O-])([O-])=O.[Cs+].[Cs+], predict the reaction product. The product is: [CH2:28]([C:30]1[N:31]([C:2]2[N:10]=[C:9]3[C:5]([N:6]=[C:7]([CH2:12][CH2:13][N:14]4[CH2:19][CH2:18][C:17]([CH3:21])([OH:20])[CH2:16][CH2:15]4)[N:8]3[CH3:11])=[C:4]([N:22]3[CH2:27][CH2:26][O:25][CH2:24][CH2:23]3)[N:3]=2)[C:32]2[CH:38]=[CH:37][CH:36]=[CH:35][C:33]=2[N:34]=1)[CH3:29].